Dataset: Full USPTO retrosynthesis dataset with 1.9M reactions from patents (1976-2016). Task: Predict the reactants needed to synthesize the given product. (1) Given the product [Br:1][C:2]1[CH:3]=[C:4]([C@@H:8]([NH:12][C:25](=[O:26])[O:24][C:21]([CH3:23])([CH3:22])[CH3:20])[CH2:9][CH:10]=[CH2:11])[CH:5]=[CH:6][CH:7]=1, predict the reactants needed to synthesize it. The reactants are: [Br:1][C:2]1[CH:3]=[C:4]([C@@H:8]([NH:12][S@@](C(C)(C)C)=O)[CH2:9][CH:10]=[CH2:11])[CH:5]=[CH:6][CH:7]=1.Cl.[CH3:20][C:21]([O:24][C:25](O[C:25]([O:24][C:21]([CH3:23])([CH3:22])[CH3:20])=[O:26])=[O:26])([CH3:23])[CH3:22]. (2) Given the product [CH3:22][N:11]([CH2:10][C:2]1[N:3]([CH2:24][CH:25]2[CH2:28][N:27]([C:29]([O:31][C:32]([CH3:33])([CH3:35])[CH3:34])=[O:30])[CH2:26]2)[C:4]2[CH:9]=[CH:8][CH:7]=[CH:6][C:5]=2[N:1]=1)[CH:12]1[C:21]2[N:20]=[CH:19][CH:18]=[CH:17][C:16]=2[CH2:15][CH2:14][CH2:13]1, predict the reactants needed to synthesize it. The reactants are: [NH:1]1[C:5]2[CH:6]=[CH:7][CH:8]=[CH:9][C:4]=2[N:3]=[C:2]1[CH2:10][N:11]([CH3:22])[CH:12]1[C:21]2[N:20]=[CH:19][CH:18]=[CH:17][C:16]=2[CH2:15][CH2:14][CH2:13]1.Cl[CH2:24][CH:25]1[CH2:28][N:27]([C:29]([O:31][C:32]([CH3:35])([CH3:34])[CH3:33])=[O:30])[CH2:26]1.[I-].[K+].C([O-])([O-])=O.[K+].[K+]. (3) Given the product [CH:27]([C:13]1[CH:12]=[C:11]([CH:16]=[CH:15][C:14]=1[O:17][CH2:18][CH2:19][C:20]1[CH:21]=[C:22]([CH3:26])[CH:23]=[CH:24][CH:25]=1)[C:10]([OH:29])=[O:9])=[O:28], predict the reactants needed to synthesize it. The reactants are: C1(C)C=CC=C(CC[O:9][C:10](=[O:29])[C:11]2[CH:16]=[CH:15][C:14]([O:17][CH2:18][CH2:19][C:20]3[CH:21]=[C:22]([CH3:26])[CH:23]=[CH:24][CH:25]=3)=[C:13]([CH:27]=[O:28])[CH:12]=2)C=1.[Li+].[OH-].O. (4) Given the product [CH3:13][O:12][C:8]1[C@@:7]2([CH2:14][CH:15]=[C:16]([CH3:18])[CH3:17])[CH2:19][CH:20]3[O:22][C@@:6]2([O:5][CH3:4])[C@H:11]([CH2:10][CH:9]=1)[C@@:21]3([CH2:24][CH2:25][CH2:26][C:27]([O:30][CH3:31])([CH3:29])[CH3:28])[CH3:23], predict the reactants needed to synthesize it. The reactants are: C(Cl)Cl.[CH3:4][O:5][C:6]1[C:7]([CH2:19][C@@H:20]2[O:22][C@:21]2([CH2:24][CH2:25][CH2:26][C:27]([O:30][CH3:31])([CH3:29])[CH3:28])[CH3:23])([CH2:14][CH:15]=[C:16]([CH3:18])[CH3:17])[C:8]([O:12][CH3:13])=[CH:9][CH2:10][CH:11]=1.N1C(C)=CC=CC=1C.FC(F)(F)S(O[Si](C)(C)C)(=O)=O. (5) Given the product [CH:1]1[CH:2]=[CH:3][N:4]2[CH2:10][C:9]3[CH:11]=[CH:12][CH:13]=[CH:14][C:8]=3[N:7]([C:15]([C:17]3[CH:22]=[CH:21][C:20]([C:36]4[CH2:41][C:40]([CH3:43])([CH3:42])[CH2:39][C:38]([CH3:45])([CH3:44])[CH:37]=4)=[C:19]([CH3:29])[CH:18]=3)=[O:16])[CH2:6][C:5]=12, predict the reactants needed to synthesize it. The reactants are: [CH:1]1[CH:2]=[CH:3][N:4]2[CH2:10][C:9]3[CH:11]=[CH:12][CH:13]=[CH:14][C:8]=3[N:7]([C:15]([C:17]3[CH:22]=[CH:21][C:20](C4CCCCC=4)=[C:19]([CH3:29])[CH:18]=3)=[O:16])[CH2:6][C:5]=12.FC(F)(F)S(O[C:36]1[CH2:41][C:40]([CH3:43])([CH3:42])[CH2:39][C:38]([CH3:45])([CH3:44])[CH:37]=1)(=O)=O. (6) Given the product [CH3:31][O:30][C:26](=[O:29])/[CH:27]=[CH:28]/[C:19]1[CH:20]=[C:21]2[C:16](=[CH:17][CH:18]=1)[O:15][C:11]1([CH2:12][CH2:13][CH2:14][N:8]([C:6]([O:5][C:1]([CH3:4])([CH3:3])[CH3:2])=[O:7])[CH2:9][CH2:10]1)[CH2:23][C:22]2=[O:24], predict the reactants needed to synthesize it. The reactants are: [C:1]([O:5][C:6]([N:8]1[CH2:14][CH2:13][CH2:12][C:11]2([CH2:23][C:22](=[O:24])[C:21]3[C:16](=[CH:17][CH:18]=[C:19](Br)[CH:20]=3)[O:15]2)[CH2:10][CH2:9]1)=[O:7])([CH3:4])([CH3:3])[CH3:2].[C:26]([O:30][CH3:31])(=[O:29])[CH:27]=[CH2:28]. (7) The reactants are: [F:1][C:2]1[CH:7]=[CH:6][C:5]([CH2:8][C:9]2[CH:18]=[C:17]3[C:12]([C:13]([OH:26])=[C:14]([C:21](OCC)=[O:22])[C:15](=[O:20])[N:16]3[CH3:19])=[N:11][CH:10]=2)=[CH:4][CH:3]=1.C(N(CC)CC)C.Cl.[CH3:35][S:36]([CH2:39][CH2:40][NH2:41])(=[O:38])=[O:37]. Given the product [F:1][C:2]1[CH:7]=[CH:6][C:5]([CH2:8][C:9]2[CH:18]=[C:17]3[C:12]([C:13]([OH:26])=[C:14]([C:21]([NH:41][CH2:40][CH2:39][S:36]([CH3:35])(=[O:38])=[O:37])=[O:22])[C:15](=[O:20])[N:16]3[CH3:19])=[N:11][CH:10]=2)=[CH:4][CH:3]=1, predict the reactants needed to synthesize it. (8) Given the product [OH:15][CH2:14][C:11]1([C:17]2[CH:18]=[CH:19][CH:20]=[CH:21][CH:22]=2)[CH2:12][CH2:13][N:8]([C:6]([O:5][C:1]([CH3:3])([CH3:4])[CH3:2])=[O:7])[CH2:9][CH2:10]1, predict the reactants needed to synthesize it. The reactants are: [C:1]([O:5][C:6]([N:8]1[CH2:13][CH2:12][C:11]([C:17]2[CH:22]=[CH:21][CH:20]=[CH:19][CH:18]=2)([C:14](O)=[O:15])[CH2:10][CH2:9]1)=[O:7])([CH3:4])([CH3:3])[CH3:2].C(N(CC)CC)C.ClC(OCC(C)C)=O. (9) Given the product [OH:16][CH2:15][C@H:12]1[CH2:13][CH2:14][C@H:9]([NH:8][C:6](=[O:7])[O:5][C:1]([CH3:2])([CH3:3])[CH3:4])[CH2:10][C@H:11]1[O:19][CH3:20], predict the reactants needed to synthesize it. The reactants are: [C:1]([O:5][C:6]([NH:8][C@H:9]1[CH2:14][CH2:13][C@H:12]([C:15](OC)=[O:16])[C@H:11]([O:19][CH3:20])[CH2:10]1)=[O:7])([CH3:4])([CH3:3])[CH3:2].[AlH4-].[Li+].